The task is: Predict which catalyst facilitates the given reaction.. This data is from Catalyst prediction with 721,799 reactions and 888 catalyst types from USPTO. The catalyst class is: 4. Product: [F:41][C:40]([F:42])([F:43])[O:39][C:36]1[CH:35]=[CH:34][C:33]([NH:30][C:31]([N:17]2[CH2:18][CH2:19][N:14]([CH2:13][CH2:12][CH2:11][C:10]([N:8]3[CH2:7][CH2:6][C:3]4([CH2:5][CH2:4]4)[C@H:2]([OH:1])[CH2:9]3)=[O:22])[C:15](=[O:21])[C@@H:16]2[CH3:20])=[O:32])=[CH:38][CH:37]=1. Reactant: [OH:1][C@@H:2]1[CH2:9][N:8]([C:10](=[O:22])[CH2:11][CH2:12][CH2:13][N:14]2[CH2:19][CH2:18][NH:17][C@@H:16]([CH3:20])[C:15]2=[O:21])[CH2:7][CH2:6][C:3]21[CH2:5][CH2:4]2.CN1CCOCC1.[N:30]([C:33]1[CH:38]=[CH:37][C:36]([O:39][C:40]([F:43])([F:42])[F:41])=[CH:35][CH:34]=1)=[C:31]=[O:32].